Task: Predict the reactants needed to synthesize the given product.. Dataset: Full USPTO retrosynthesis dataset with 1.9M reactions from patents (1976-2016) (1) Given the product [CH3:1][O:2][C:3]1[CH:11]=[C:10]2[C:6]([C:7]([C:29]([F:32])([F:31])[F:30])([C:12]([F:13])([F:14])[F:15])[O:8][CH2:9]2)=[CH:5][C:4]=1[CH:16]=[O:17], predict the reactants needed to synthesize it. The reactants are: [CH3:1][O:2][C:3]1[CH:11]=[C:10]2[C:6]([CH:7]([C:12]([F:15])([F:14])[F:13])[O:8][CH2:9]2)=[CH:5][C:4]=1[CH:16]=[O:17].COC1C=C2C(=CC=1)C([C:29]([F:32])([F:31])[F:30])([C:29]([F:32])([F:31])[F:30])OC2. (2) Given the product [CH2:1]([C:8]1[N:13]=[N:12][C:11]([CH:14]2[CH2:19][CH2:18][N:17]([C:20]3[N:21]=[CH:22][C:23]([C:26]([O:28][CH3:29])=[O:27])=[N:24][CH:25]=3)[CH2:16][CH2:15]2)=[C:10]([CH3:30])[C:9]=1[CH3:31])[C:2]1[CH:7]=[CH:6][CH:5]=[CH:4][CH:3]=1, predict the reactants needed to synthesize it. The reactants are: [CH2:1]([C:8]1[N:13]=[N:12][C:11]([C:14]2[CH2:19][CH2:18][N:17]([C:20]3[N:21]=[CH:22][C:23]([C:26]([O:28][CH3:29])=[O:27])=[N:24][CH:25]=3)[CH2:16][CH:15]=2)=[C:10]([CH3:30])[C:9]=1[CH3:31])[C:2]1[CH:7]=[CH:6][CH:5]=[CH:4][CH:3]=1. (3) Given the product [CH3:9][C:3]1[C:2]([B:18]2[O:19][C:20]([CH3:22])([CH3:21])[C:16]([CH3:32])([CH3:15])[O:17]2)=[CH:7][N:6]=[C:5]([NH2:8])[N:4]=1, predict the reactants needed to synthesize it. The reactants are: Br[C:2]1[C:3]([CH3:9])=[N:4][C:5]([NH2:8])=[N:6][CH:7]=1.C([O-])(=O)C.[K+].[CH3:15][C:16]1([CH3:32])[C:20]([CH3:22])([CH3:21])[O:19][B:18]([B:18]2[O:19][C:20]([CH3:22])([CH3:21])[C:16]([CH3:32])([CH3:15])[O:17]2)[O:17]1.CCOC(C)=O. (4) Given the product [CH3:35][O:36][C:37]1[CH:38]=[N:39][CH:40]=[C:41]([C:2]2[CH:7]=[C:6]([C:8]([N:10]3[CH2:14][CH2:13][CH:12]([C:15]4[CH:16]=[N:17][CH:18]=[CH:19][CH:20]=4)[CH2:11]3)=[O:9])[CH:5]=[CH:4][C:3]=2[C:21]2[CH:26]=[C:25]([C:27]([F:30])([F:29])[F:28])[CH:24]=[C:23]([C:31]([F:34])([F:33])[F:32])[CH:22]=2)[CH:42]=1, predict the reactants needed to synthesize it. The reactants are: Br[C:2]1[CH:7]=[C:6]([C:8]([N:10]2[CH2:14][CH2:13][CH:12]([C:15]3[CH:16]=[N:17][CH:18]=[CH:19][CH:20]=3)[CH2:11]2)=[O:9])[CH:5]=[CH:4][C:3]=1[C:21]1[CH:26]=[C:25]([C:27]([F:30])([F:29])[F:28])[CH:24]=[C:23]([C:31]([F:34])([F:33])[F:32])[CH:22]=1.[CH3:35][O:36][C:37]1[CH:38]=[N:39][CH:40]=[C:41](B2OC(C)(C)C(C)(C)O2)[CH:42]=1.C(=O)([O-])[O-].[Na+].[Na+].C1(C)C=CC=CC=1. (5) Given the product [SH:13][C:5]1[C:4]([N+:1]([O-:3])=[O:2])=[CH:9][CH:8]=[CH:7][N:6]=1, predict the reactants needed to synthesize it. The reactants are: [N+:1]([C:4]1[C:5](Cl)=[N:6][CH:7]=[CH:8][CH:9]=1)([O-:3])=[O:2].NC(N)=[S:13].